Dataset: Full USPTO retrosynthesis dataset with 1.9M reactions from patents (1976-2016). Task: Predict the reactants needed to synthesize the given product. (1) Given the product [CH3:6][O:7][C:23](=[O:24])[C@@H:22]([N:26]1[CH2:31][CH2:30][C:29]2[S:32][CH:33]=[CH:34][C:28]=2[CH2:27]1)[C:17]1[CH:18]=[CH:19][CH:20]=[CH:21][C:16]=1[Cl:15], predict the reactants needed to synthesize it. The reactants are: S(=O)(=O)(O)O.[CH3:6][OH:7].S(OC)(OC)(=O)=O.[Cl:15][C:16]1[CH:21]=[CH:20][CH:19]=[CH:18][C:17]=1[C@H:22]([N:26]1[CH2:31][CH2:30][C:29]2[S:32][CH:33]=[CH:34][C:28]=2[CH2:27]1)[C:23](N)=[O:24]. (2) Given the product [C:14]([O:17][C:18]([NH:1][C:2]1[S:3][CH:4]=[C:5]([CH2:7][C:8]([O:10][CH2:11][CH3:12])=[O:9])[N:6]=1)=[O:19])([CH3:16])([CH3:15])[CH3:13], predict the reactants needed to synthesize it. The reactants are: [NH2:1][C:2]1[S:3][CH:4]=[C:5]([CH2:7][C:8]([O:10][CH2:11][CH3:12])=[O:9])[N:6]=1.[CH3:13][C:14]([O:17][C:18](O[C:18]([O:17][C:14]([CH3:16])([CH3:15])[CH3:13])=[O:19])=[O:19])([CH3:16])[CH3:15]. (3) Given the product [NH2:1][C:2]1[S:3][C:4]([C:17]2[CH:22]=[CH:21][CH:20]=[C:19]([F:23])[CH:18]=2)=[C:5]([C:7]([N:9]2[C@H:14]([CH2:15][NH:16][C:34]([C:27]3[C:28]4[C:33](=[CH:32][CH:31]=[CH:30][CH:29]=4)[N:25]([CH3:24])[C:26]=3[CH3:37])=[O:35])[CH2:13][C@H:12]3[C@@H:10]2[CH2:11]3)=[O:8])[N:6]=1, predict the reactants needed to synthesize it. The reactants are: [NH2:1][C:2]1[S:3][C:4]([C:17]2[CH:22]=[CH:21][CH:20]=[C:19]([F:23])[CH:18]=2)=[C:5]([C:7]([N:9]2[C@H:14]([CH2:15][NH2:16])[CH2:13][C@H:12]3[C@@H:10]2[CH2:11]3)=[O:8])[N:6]=1.[CH3:24][N:25]1[C:33]2[C:28](=[CH:29][CH:30]=[CH:31][CH:32]=2)[C:27]([C:34](O)=[O:35])=[C:26]1[CH3:37]. (4) Given the product [NH2:1][CH2:2][CH2:3][O:4][C:5]1([C:20]([OH:25])=[O:22])[CH2:6][CH2:7][N:8]([C:11]2[N:16]=[C:15]([O:17][CH3:18])[CH:14]=[C:13]([CH3:19])[N:12]=2)[CH2:9][CH2:10]1, predict the reactants needed to synthesize it. The reactants are: [NH2:1][CH2:2][CH2:3][O:4][C:5]1([C:20]#N)[CH2:10][CH2:9][N:8]([C:11]2[N:16]=[C:15]([O:17][CH3:18])[CH:14]=[C:13]([CH3:19])[N:12]=2)[CH2:7][CH2:6]1.[OH-:22].[K+].Cl.[OH2:25]. (5) Given the product [CH2:1]([N:8]1[CH2:31][CH:30]([C:32]([OH:40])=[O:35])[O:29][C:10]2([CH2:11][CH2:12][N:13]([C:16](=[O:17])[C:18]3[CH:23]=[CH:22][C:21]([O:24][CH:25]([CH3:26])[CH3:27])=[C:20]([CH3:28])[CH:19]=3)[CH2:14][CH2:15]2)[CH2:9]1)[C:2]1[CH:7]=[CH:6][CH:5]=[CH:4][CH:3]=1, predict the reactants needed to synthesize it. The reactants are: [CH2:1]([N:8]1[CH2:31][CH:30]([CH:32]([OH:35])CO)[O:29][C:10]2([CH2:15][CH2:14][N:13]([C:16]([C:18]3[CH:23]=[CH:22][C:21]([O:24][CH:25]([CH3:27])[CH3:26])=[C:20]([CH3:28])[CH:19]=3)=[O:17])[CH2:12][CH2:11]2)[CH2:9]1)[C:2]1[CH:7]=[CH:6][CH:5]=[CH:4][CH:3]=1.CC([OH:40])(C)C.CC(=CC)C.[O-]Cl=O.[Na+].